From a dataset of NCI-60 drug combinations with 297,098 pairs across 59 cell lines. Regression. Given two drug SMILES strings and cell line genomic features, predict the synergy score measuring deviation from expected non-interaction effect. (1) Drug 1: C1=C(C(=O)NC(=O)N1)N(CCCl)CCCl. Drug 2: C1=NNC2=C1C(=O)NC=N2. Cell line: HCT-15. Synergy scores: CSS=27.4, Synergy_ZIP=3.23, Synergy_Bliss=7.11, Synergy_Loewe=-8.06, Synergy_HSA=4.76. (2) Drug 1: C1=C(C(=O)NC(=O)N1)N(CCCl)CCCl. Drug 2: C(=O)(N)NO. Cell line: UACC-257. Synergy scores: CSS=-3.95, Synergy_ZIP=-0.898, Synergy_Bliss=-2.91, Synergy_Loewe=-19.7, Synergy_HSA=-5.81.